The task is: Predict the product of the given reaction.. This data is from Forward reaction prediction with 1.9M reactions from USPTO patents (1976-2016). (1) Given the reactants Br[C:2]1[S:6][C:5]([C:7]([N:9]([CH:18]2[CH2:20][CH2:19]2)[C:10]2[CH:15]=[CH:14][CH:13]=[C:12]([O:16][CH3:17])[CH:11]=2)=[O:8])=[CH:4][CH:3]=1.[C:21]1([CH3:30])[CH:26]=[CH:25][CH:24]=[C:23](B(O)O)[CH:22]=1.C(=O)([O-])[O-].[Cs+].[Cs+], predict the reaction product. The product is: [CH:18]1([N:9]([C:10]2[CH:15]=[CH:14][CH:13]=[C:12]([O:16][CH3:17])[CH:11]=2)[C:7]([C:5]2[S:6][C:2]([C:23]3[CH:24]=[CH:25][CH:26]=[C:21]([CH3:30])[CH:22]=3)=[CH:3][CH:4]=2)=[O:8])[CH2:20][CH2:19]1. (2) Given the reactants C(OC([N:8]1[CH2:13][CH2:12][CH:11]([NH:14][C:15]([C:17]2[NH:18][C:19]([CH3:24])=[C:20]([Cl:23])[C:21]=2[Cl:22])=[O:16])[CH:10]([N:25]=[N+:26]=[N-:27])[CH2:9]1)=O)(C)(C)C, predict the reaction product. The product is: [ClH:22].[N:25]([C@H:10]1[C@@H:11]([NH:14][C:15]([C:17]2[NH:18][C:19]([CH3:24])=[C:20]([Cl:23])[C:21]=2[Cl:22])=[O:16])[CH2:12][CH2:13][NH:8][CH2:9]1)=[N+:26]=[N-:27]. (3) Given the reactants [F:1][C:2]1[CH:3]=[C:4]2[C:8](=[CH:9][CH:10]=1)[NH:7][C:6](=[O:11])[C:5]2=[C:12]1[C:20]2[C:15](=[CH:16][C:17]([CH:21]=O)=[CH:18][CH:19]=2)[C:14]([CH3:24])([CH3:23])[O:13]1.[CH3:25][O:26][CH2:27][CH2:28][NH:29][CH3:30].C(O[BH-](OC(=O)C)OC(=O)C)(=O)C.[Na+], predict the reaction product. The product is: [F:1][C:2]1[CH:3]=[C:4]2[C:8](=[CH:9][CH:10]=1)[NH:7][C:6](=[O:11])[C:5]2=[C:12]1[C:20]2[C:15](=[CH:16][C:17]([CH2:21][N:29]([CH2:28][CH2:27][O:26][CH3:25])[CH3:30])=[CH:18][CH:19]=2)[C:14]([CH3:23])([CH3:24])[O:13]1. (4) Given the reactants [CH2:1]([O:8][C:9]([N:11]1[CH2:15][CH2:14][CH2:13][CH:12]1[C:16](=O)[NH2:17])=[O:10])[C:2]1[CH:7]=[CH:6][CH:5]=[CH:4][CH:3]=1.P(Cl)(Cl)(Cl)=O, predict the reaction product. The product is: [CH2:1]([O:8][C:9]([N:11]1[CH2:15][CH2:14][CH2:13][CH:12]1[C:16]#[N:17])=[O:10])[C:2]1[CH:3]=[CH:4][CH:5]=[CH:6][CH:7]=1.